Dataset: Forward reaction prediction with 1.9M reactions from USPTO patents (1976-2016). Task: Predict the product of the given reaction. (1) Given the reactants [CH2:1](Br)[CH2:2][CH2:3][CH2:4][CH2:5][CH2:6][CH3:7].[C:9]1(B(O)O)[CH:14]=[CH:13][CH:12]=[CH:11][CH:10]=1.CC(C)([O-])C.[K+].C(O)(CC)(C)C.C1([B-](C2C=CC=CC=2)(C2C=CC=CC=2)C2C=CC=CC=2)C=CC=CC=1.C([PH+](C(C)(C)C)C)(C)(C)C, predict the reaction product. The product is: [C:9]1([CH2:1][CH2:2][CH2:3][CH2:4][CH2:5][CH2:6][CH3:7])[CH:14]=[CH:13][CH:12]=[CH:11][CH:10]=1. (2) Given the reactants [Cl:1][C:2]1[N:3]=[CH:4][C:5]([C:8](OC)=[O:9])=[N:6][CH:7]=1.[H-].C([Al+]CC(C)C)C(C)C.O1CCCC1.Cl.C(=O)(O)[O-].[Na+], predict the reaction product. The product is: [Cl:1][C:2]1[N:3]=[CH:4][C:5]([CH2:8][OH:9])=[N:6][CH:7]=1. (3) Given the reactants [CH3:1][O:2][C:3]1[CH:8]=[CH:7][C:6]([C:9]([F:12])([F:11])[F:10])=[CH:5][C:4]=1[NH:13][C:14](=[O:19])[C:15]([CH3:18])([CH3:17])[CH3:16].C1(C)C=CC=CC=1.[Li]CCCC.[C:32](=[O:34])=[O:33], predict the reaction product. The product is: [CH3:1][O:2][C:3]1[C:4]([NH:13][C:14](=[O:19])[C:15]([CH3:16])([CH3:18])[CH3:17])=[C:5]([C:6]([C:9]([F:12])([F:11])[F:10])=[CH:7][CH:8]=1)[C:32]([OH:34])=[O:33]. (4) Given the reactants [Cl:1][C:2]1[CH:3]=[C:4]([CH2:9][CH2:10][C:11]([CH:13]2[CH2:17][CH2:16][CH2:15][CH2:14]2)=[O:12])[CH:5]=[CH:6][C:7]=1[OH:8].CN(C=O)C.CC#N.C([O-])([O-])=O.[K+].[K+].Br[CH2:33][CH:34]1[CH2:36][CH2:35]1, predict the reaction product. The product is: [Cl:1][C:2]1[CH:3]=[C:4]([CH2:9][CH2:10][C:11]([CH:13]2[CH2:17][CH2:16][CH2:15][CH2:14]2)=[O:12])[CH:5]=[CH:6][C:7]=1[O:8][CH2:33][CH:34]1[CH2:36][CH2:35]1. (5) The product is: [C:22]([C:19]1[CH:18]=[C:17]([NH:16][C:13]([C@@H:9]2[CH2:10][C:11](=[O:12])[N:8]2[C:5]2[CH:4]=[CH:3][C:2]([Cl:1])=[CH:7][CH:6]=2)=[O:15])[O:21][N:20]=1)([CH3:25])([CH3:24])[CH3:23]. Given the reactants [Cl:1][C:2]1[CH:7]=[CH:6][C:5]([N:8]2[C:11](=[O:12])[CH2:10][C@H:9]2[C:13]([OH:15])=O)=[CH:4][CH:3]=1.[NH2:16][C:17]1[O:21][N:20]=[C:19]([C:22]([CH3:25])([CH3:24])[CH3:23])[CH:18]=1.N1C=CC=CC=1.P(Cl)(Cl)(Cl)=O, predict the reaction product.